From a dataset of Full USPTO retrosynthesis dataset with 1.9M reactions from patents (1976-2016). Predict the reactants needed to synthesize the given product. (1) Given the product [CH2:27]([O:29][C:30](=[O:43])[C:31]1[CH:36]=[C:35]([C:37]#[C:38][C:20]2[CH:25]=[CH:24][CH:23]=[C:22]([F:26])[CH:21]=2)[CH:34]=[N:33][CH:32]=1)[CH3:28], predict the reactants needed to synthesize it. The reactants are: [F-].C([N+](CCCC)(CCCC)CCCC)CCC.I[C:20]1[CH:21]=[C:22]([F:26])[CH:23]=[CH:24][CH:25]=1.[CH2:27]([O:29][C:30](=[O:43])[C:31]1[CH:36]=[C:35]([C:37]#[C:38][Si](C)(C)C)[CH:34]=[N:33][CH:32]=1)[CH3:28]. (2) Given the product [CH:1]1([C:4]2[CH:5]=[N:6][N:7]([CH3:18])[C:8]=2[C:9]2[CH:10]=[C:11]([C:14]([OH:16])=[O:15])[S:12][CH:13]=2)[CH2:2][CH2:3]1, predict the reactants needed to synthesize it. The reactants are: [CH:1]1([C:4]2[CH:5]=[N:6][N:7]([CH3:18])[C:8]=2[C:9]2[CH:10]=[C:11]([C:14]([O:16]C)=[O:15])[S:12][CH:13]=2)[CH2:3][CH2:2]1.[OH-].[Na+].